This data is from Full USPTO retrosynthesis dataset with 1.9M reactions from patents (1976-2016). The task is: Predict the reactants needed to synthesize the given product. Given the product [F:9][C:10]1[CH:11]=[CH:12][C:13]([C:16]2[CH:17]=[CH:18][C:19]3[N:20]([N:22]=[CH:23][C:24]=3[I:1])[CH:21]=2)=[CH:14][CH:15]=1, predict the reactants needed to synthesize it. The reactants are: [I:1]N1C(=O)CCC1=O.[F:9][C:10]1[CH:15]=[CH:14][C:13]([C:16]2[CH:17]=[CH:18][C:19]3[N:20]([N:22]=[CH:23][CH:24]=3)[CH:21]=2)=[CH:12][CH:11]=1.